This data is from Full USPTO retrosynthesis dataset with 1.9M reactions from patents (1976-2016). The task is: Predict the reactants needed to synthesize the given product. (1) Given the product [Cl:1][C:2]1[CH:7]=[CH:6][C:5]([S:8]([CH3:11])(=[O:10])=[O:9])=[C:4]([O:27][CH2:26][CH2:25][O:24][CH3:23])[C:3]=1[CH3:13], predict the reactants needed to synthesize it. The reactants are: [Cl:1][C:2]1[CH:7]=[CH:6][C:5]([S:8]([CH3:11])(=[O:10])=[O:9])=[C:4](Cl)[C:3]=1[CH3:13].C1(C)C=CC=CC=1.[OH-].[Na+].[CH3:23][O:24][CH2:25][CH2:26][OH:27]. (2) Given the product [Si:1]([O:8][C:9]([CH3:31])([CH3:30])[CH2:10][N:11]1[C:19]2[C:14](=[CH:15][C:16]([O:20][C:21]3[CH:28]=[CH:27][C:26]([F:29])=[CH:25][C:22]=3[CH2:23][NH:24][C:36]([NH:37][C:38]3[N:39]([CH3:47])[N:40]=[C:41]([C:43]([CH3:45])([CH3:44])[CH3:46])[CH:42]=3)=[O:35])=[CH:17][CH:18]=2)[CH:13]=[N:12]1)([C:4]([CH3:7])([CH3:5])[CH3:6])([CH3:3])[CH3:2], predict the reactants needed to synthesize it. The reactants are: [Si:1]([O:8][C:9]([CH3:31])([CH3:30])[CH2:10][N:11]1[C:19]2[C:14](=[CH:15][C:16]([O:20][C:21]3[CH:28]=[CH:27][C:26]([F:29])=[CH:25][C:22]=3[CH2:23][NH2:24])=[CH:17][CH:18]=2)[CH:13]=[N:12]1)([C:4]([CH3:7])([CH3:6])[CH3:5])([CH3:3])[CH3:2].ClC(Cl)(Cl)C[O:35][C:36](=O)[NH:37][C:38]1[N:39]([CH3:47])[N:40]=[C:41]([C:43]([CH3:46])([CH3:45])[CH3:44])[CH:42]=1.CCN(C(C)C)C(C)C.